Binary Classification. Given a miRNA mature sequence and a target amino acid sequence, predict their likelihood of interaction. From a dataset of Experimentally validated miRNA-target interactions with 360,000+ pairs, plus equal number of negative samples. The miRNA is mmu-miR-3095-3p with sequence UGGACACUGGAGAGAGAGCUUUU. The protein sequence of the target gene is MKIFCSRANPTTGSVEWLEEDEHYDYHQEIARSSYADMLHDKDRNVKYYQGIRAAVSRVKDRGQKALVLDIGTGTGLLSMMAVTAGADFCYAIEVFKPMADAAVKIVEKNGFSDKIKVINKHSTEVTVGPEGDMPCRANILVTELFDTELIGEGALPSYEHAHRHLVEENCEAVPHRATVYAQLVESGRMWSWNKLFPIHVQTSLGEQVIVPPVDVESCPGAPSVCDIQLNQVSPADFTVLSDVLPMFSIDFSKQVSSSAACHSRRFEPLTSGRAQVVLSWWDIEMDPEGKIKCTMAPFW.... Result: 0 (no interaction).